This data is from Catalyst prediction with 721,799 reactions and 888 catalyst types from USPTO. The task is: Predict which catalyst facilitates the given reaction. (1) Reactant: C[O:2][C:3]1[C:12]2[CH2:11][CH2:10][C:9]([CH3:14])([CH3:13])[CH2:8][C:7]=2[C:6]2[C:15]3[C:16](=[C:18]([NH:22][CH2:23][CH2:24][N:25]4[CH2:30][CH2:29][O:28][CH2:27][CH2:26]4)[N:19]=[CH:20][N:21]=3)[O:17][C:5]=2[N:4]=1.[OH-].[Na+]. Product: [CH3:13][C:9]1([CH3:14])[CH2:10][CH2:11][C:12]2[C:3]([OH:2])=[N:4][C:5]3[O:17][C:16]4[C:18]([NH:22][CH2:23][CH2:24][N:25]5[CH2:30][CH2:29][O:28][CH2:27][CH2:26]5)=[N:19][CH:20]=[N:21][C:15]=4[C:6]=3[C:7]=2[CH2:8]1. The catalyst class is: 6. (2) Reactant: [NH2:1][C@H:2]([C:5]([O:7][CH3:8])=[O:6])[CH2:3][OH:4].CCN(C(C)C)C(C)C.[S:18](Cl)([C:21]1[C:33]([CH3:34])=[C:32]2[C:26]([O:27][C:28]([CH2:31]2)([CH3:30])[CH3:29])=[C:24]([CH3:25])[C:22]=1[CH3:23])(=[O:20])=[O:19]. Product: [NH:1]([S:18]([C:21]1[C:33]([CH3:34])=[C:32]2[C:26]([O:27][C:28]([CH2:31]2)([CH3:30])[CH3:29])=[C:24]([CH3:25])[C:22]=1[CH3:23])(=[O:19])=[O:20])[C@H:2]([C:5]([O:7][CH3:8])=[O:6])[CH2:3][OH:4]. The catalyst class is: 22. (3) Product: [NH2:23][C:17]1[CH:18]=[C:19]([NH:22][C:9](=[O:11])[C:8]2[CH:12]=[CH:13][CH:14]=[C:6]([C:3]([C:1]#[N:2])([CH3:4])[CH3:5])[CH:7]=2)[CH:20]=[CH:21][C:16]=1[Cl:15]. The catalyst class is: 3. Reactant: [C:1]([C:3]([C:6]1[CH:7]=[C:8]([CH:12]=[CH:13][CH:14]=1)[C:9]([OH:11])=O)([CH3:5])[CH3:4])#[N:2].[Cl:15][C:16]1[CH:21]=[CH:20][C:19]([NH2:22])=[CH:18][C:17]=1[NH2:23].CN(C(ON1N=NC2C=CC=NC1=2)=[N+](C)C)C.F[P-](F)(F)(F)(F)F.CCN(C(C)C)C(C)C. (4) Reactant: [NH2:1][CH:2]1[CH2:7][CH2:6][CH2:5][CH:4]([N:8]2[C:17]3[CH:16]=[CH:15][CH:14]=[C:13]([Cl:18])[C:12]=3[C:11]3=[N:19][O:20][C:21]([CH3:22])=[C:10]3[C:9]2=[O:23])[CH2:3]1.[C:24]1([NH:30][CH2:31][C:32](O)=[O:33])[CH:29]=[CH:28][CH:27]=[CH:26][CH:25]=1.ON1C2N=CC=CC=2N=N1.Cl.CN(C)CCCN=C=NCC.CC1C=C(C)C=C(C)N=1. Product: [Cl:18][C:13]1[C:12]2[C:11]3[C:10](=[C:21]([CH3:22])[O:20][N:19]=3)[C:9](=[O:23])[N:8]([CH:4]3[CH2:5][CH2:6][CH2:7][CH:2]([NH:1][C:32](=[O:33])[CH2:31][NH:30][C:24]4[CH:29]=[CH:28][CH:27]=[CH:26][CH:25]=4)[CH2:3]3)[C:17]=2[CH:16]=[CH:15][CH:14]=1. The catalyst class is: 9.